Dataset: Catalyst prediction with 721,799 reactions and 888 catalyst types from USPTO. Task: Predict which catalyst facilitates the given reaction. Product: [CH2:35]([O:34][C:32](=[O:33])[CH2:30][C:25]1[CH:24]=[CH:23][C:22]2[C:27](=[CH:28][CH:29]=[C:20]([Br:19])[CH:21]=2)[N:26]=1)[CH3:36]. The catalyst class is: 27. Reactant: C(NC(C)C)(C)C.C([Li])CCC.CCCCCC.[Br:19][C:20]1[CH:21]=[C:22]2[C:27](=[CH:28][CH:29]=1)[N:26]=[C:25]([CH3:30])[CH:24]=[CH:23]2.Cl[C:32]([O:34][CH2:35][CH3:36])=[O:33].